Predict which catalyst facilitates the given reaction. From a dataset of Catalyst prediction with 721,799 reactions and 888 catalyst types from USPTO. (1) Reactant: C1(P(C2C=CC=CC=2)(C2C=CC=CC=2)=[CH:8][C:9]([O:11][CH3:12])=[O:10])C=CC=CC=1.[F:25][C:26]1[C:27]([CH:34]=O)=[CH:28][C:29]([O:32][CH3:33])=[N:30][CH:31]=1. Product: [F:25][C:26]1[C:27]([CH:34]=[CH:8][C:9]([O:11][CH3:12])=[O:10])=[CH:28][C:29]([O:32][CH3:33])=[N:30][CH:31]=1. The catalyst class is: 2. (2) Reactant: [O:1]1[CH2:6][CH:5]=[C:4](OS(C(F)(F)F)(=O)=O)[CH2:3][CH2:2]1.CC1(C)COB([C:22]2[CH:43]=[CH:42][C:25]3[C:26]4[N:30]([CH2:31][CH2:32][O:33][C:24]=3[CH:23]=2)[CH:29]=[C:28]([C:34]2[N:35]([CH:39]([CH3:41])[CH3:40])[N:36]=[CH:37][N:38]=2)[N:27]=4)OC1.C(=O)([O-])[O-].[Cs+].[Cs+].COCCOC. Product: [O:1]1[CH2:6][CH:5]=[C:4]([C:22]2[CH:43]=[CH:42][C:25]3[C:26]4[N:30]([CH2:31][CH2:32][O:33][C:24]=3[CH:23]=2)[CH:29]=[C:28]([C:34]2[N:35]([CH:39]([CH3:41])[CH3:40])[N:36]=[CH:37][N:38]=2)[N:27]=4)[CH2:3][CH2:2]1. The catalyst class is: 34. (3) Reactant: [NH2:1][C:2]1[CH2:11][CH2:10][C:5]2([O:9][CH2:8][CH2:7][O:6]2)[CH2:4][C:3]=1[C:12]([O:14][CH2:15][CH3:16])=[O:13].FC(F)(F)C(O)=O.[BH4-].[Na+].[OH-].[Na+]. Product: [NH2:1][CH:2]1[CH2:11][CH2:10][C:5]2([O:9][CH2:8][CH2:7][O:6]2)[CH2:4][CH:3]1[C:12]([O:14][CH2:15][CH3:16])=[O:13]. The catalyst class is: 7. (4) Reactant: [N:1]1([CH2:6][C:7]([CH:9]2[CH2:14][CH2:13][N:12]([C:15]([O:17][C:18]([CH3:21])([CH3:20])[CH3:19])=[O:16])[CH2:11][CH2:10]2)=[O:8])[CH2:5][CH2:4][CH2:3][CH2:2]1.[BH4-].[Na+].Cl. Product: [OH:8][CH:7]([CH:9]1[CH2:10][CH2:11][N:12]([C:15]([O:17][C:18]([CH3:21])([CH3:20])[CH3:19])=[O:16])[CH2:13][CH2:14]1)[CH2:6][N:1]1[CH2:5][CH2:4][CH2:3][CH2:2]1. The catalyst class is: 5. (5) Reactant: [C:9](O[C:9]([O:11][C:12]([CH3:15])([CH3:14])[CH3:13])=[O:10])([O:11][C:12]([CH3:15])([CH3:14])[CH3:13])=[O:10].[Cl:16][C:17]1[CH:25]=[CH:24][CH:23]=[C:22]2[C:18]=1[CH:19]=[CH:20][NH:21]2. Product: [C:12]([O:11][C:9]([N:21]1[C:22]2[C:18](=[C:17]([Cl:16])[CH:25]=[CH:24][CH:23]=2)[CH:19]=[CH:20]1)=[O:10])([CH3:13])([CH3:14])[CH3:15]. The catalyst class is: 143. (6) The catalyst class is: 2. Reactant: [CH2:1]([O:8][C:9]1[CH:14]=[CH:13][C:12]([C:15]2[CH:19]=[C:18]([CH2:20][OH:21])[O:17][N:16]=2)=[CH:11][CH:10]=1)[C:2]1[CH:7]=[CH:6][CH:5]=[CH:4][CH:3]=1.[CH3:22][S:23](Cl)(=[O:25])=[O:24].C(N(CC)CC)C.O. Product: [CH2:1]([O:8][C:9]1[CH:14]=[CH:13][C:12]([C:15]2[CH:19]=[C:18]([CH2:20][O:21][S:23]([CH3:22])(=[O:25])=[O:24])[O:17][N:16]=2)=[CH:11][CH:10]=1)[C:2]1[CH:7]=[CH:6][CH:5]=[CH:4][CH:3]=1. (7) Reactant: [Br:1][C:2]1[CH:7]=[CH:6][C:5]([NH:8][C:9]2[C:10]([C:17]([OH:19])=O)=[CH:11][N:12]([CH3:16])[C:13](=[O:15])[CH:14]=2)=[C:4]([F:20])[CH:3]=1.CCN=C=NCCCN(C)C.C1C=CC2N(O)N=NC=2C=1.[CH:42]1([CH2:45][O:46][NH2:47])[CH2:44][CH2:43]1.CCN(CC)CC. Product: [CH:42]1([CH2:45][O:46][NH:47][C:17]([C:10]2[C:9]([NH:8][C:5]3[CH:6]=[CH:7][C:2]([Br:1])=[CH:3][C:4]=3[F:20])=[CH:14][C:13](=[O:15])[N:12]([CH3:16])[CH:11]=2)=[O:19])[CH2:44][CH2:43]1. The catalyst class is: 31.